Dataset: Reaction yield outcomes from USPTO patents with 853,638 reactions. Task: Predict the reaction yield, written as a fraction of the theoretical maximum amount of product (1.0 means a 100% yield; for example, 0.34 means a 34% yield). (1) The reactants are [F:8][C:7]([F:10])([F:9])[C:6](O[C:6](=[O:11])[C:7]([F:10])([F:9])[F:8])=[O:11].[Br:14][C:15]1[CH:21]=[CH:20][C:18]([NH2:19])=[CH:17][C:16]=1[F:22].[N+:23]([O-])([O-:25])=[O:24].[K+]. No catalyst specified. The product is [Br:14][C:15]1[C:16]([F:22])=[CH:17][C:18]([NH:19][C:6](=[O:11])[C:7]([F:8])([F:9])[F:10])=[C:20]([N+:23]([O-:25])=[O:24])[CH:21]=1. The yield is 1.00. (2) The reactants are [Cl:1][C:2]1[C:3]([C:13](=O)[CH2:14][Cl:15])=[CH:4][C:5]([CH3:12])=[C:6]([NH:8][C:9](=[O:11])[CH3:10])[CH:7]=1.C([SiH](CC)CC)C. The catalyst is FC(F)(F)C(O)=O. The product is [Cl:1][C:2]1[C:3]([CH2:13][CH2:14][Cl:15])=[CH:4][C:5]([CH3:12])=[C:6]([NH:8][C:9](=[O:11])[CH3:10])[CH:7]=1. The yield is 0.880. (3) The reactants are NO.Cl.[Cl:4][C:5]1[CH:10]=[CH:9][C:8]([C:11]2[NH:12][C:13]3[N:14]([N:18]=[CH:19][C:20]=3[C:21](/[N:23]=[C:24](/[N:26](C)C)\[CH3:25])=[O:22])[C:15](=[O:17])[CH:16]=2)=[CH:7][C:6]=1[O:29][CH:30]([CH3:32])[CH3:31].[OH-].[Na+]. The catalyst is O1CCOCC1.CC(O)=O. The product is [Cl:4][C:5]1[CH:10]=[CH:9][C:8]([C:11]2[NH:12][C:13]3[N:14]([N:18]=[CH:19][C:20]=3[C:21]3[O:22][N:26]=[C:24]([CH3:25])[N:23]=3)[C:15](=[O:17])[CH:16]=2)=[CH:7][C:6]=1[O:29][CH:30]([CH3:32])[CH3:31]. The yield is 0.160. (4) The reactants are [CH3:1][O:2][C:3]1[CH:23]=[CH:22][C:6]([CH2:7][N:8]2[C:13](=[O:14])[CH:12]=[C:11](/[N:15]=C/N(C)C)[N:10]([CH3:20])[C:9]2=[O:21])=[CH:5][CH:4]=1.[OH-].[NH4+]. The catalyst is CO. The product is [NH2:15][C:11]1[N:10]([CH3:20])[C:9](=[O:21])[N:8]([CH2:7][C:6]2[CH:22]=[CH:23][C:3]([O:2][CH3:1])=[CH:4][CH:5]=2)[C:13](=[O:14])[CH:12]=1. The yield is 0.666.